This data is from Forward reaction prediction with 1.9M reactions from USPTO patents (1976-2016). The task is: Predict the product of the given reaction. (1) Given the reactants [NH2:1][C:2]1[N:7]=[CH:6][N:5]=[C:4]2[N:8]([CH2:32][CH2:33][N:34]3[CH2:39][CH2:38][O:37][CH2:36][CH2:35]3)[N:9]=[C:10]([C:11]3[CH:16]=[CH:15][C:14]([NH:17][C:18]([C:20]4[N:21]([CH3:29])[C:22]5[C:27]([CH:28]=4)=[CH:26][CH:25]=[CH:24][CH:23]=5)=[O:19])=[C:13]([O:30][CH3:31])[CH:12]=3)[C:3]=12.[C:40]([OH:47])(=[O:46])/[CH:41]=[CH:42]\[C:43]([OH:45])=[O:44], predict the reaction product. The product is: [C:40]([OH:47])(=[O:46])/[CH:41]=[CH:42]\[C:43]([OH:45])=[O:44].[C:40]([OH:47])(=[O:46])/[CH:41]=[CH:42]\[C:43]([OH:45])=[O:44].[NH2:1][C:2]1[N:7]=[CH:6][N:5]=[C:4]2[N:8]([CH2:32][CH2:33][N:34]3[CH2:39][CH2:38][O:37][CH2:36][CH2:35]3)[N:9]=[C:10]([C:11]3[CH:16]=[CH:15][C:14]([NH:17][C:18]([C:20]4[N:21]([CH3:29])[C:22]5[C:27]([CH:28]=4)=[CH:26][CH:25]=[CH:24][CH:23]=5)=[O:19])=[C:13]([O:30][CH3:31])[CH:12]=3)[C:3]=12. (2) Given the reactants [CH:1]1[CH:10]=[C:9]2[C:11]([O:13][C:14](=[O:15])[C:7]3=[C:8]2[C:3](=[CH:4][C:5]([N+:16]([O-:18])=[O:17])=[CH:6]3)[CH:2]=1)=O.[NH2:19][CH2:20][CH2:21][CH2:22][C:23]([OH:25])=[O:24].C([O-])(=O)C.[Na+], predict the reaction product. The product is: [N+:16]([C:5]1[CH:4]=[C:3]2[CH:2]=[CH:1][CH:10]=[C:9]3[C:8]2=[C:7]([CH:6]=1)[C:14](=[O:15])[N:19]([CH2:20][CH2:21][CH2:22][C:23]([OH:25])=[O:24])[C:11]3=[O:13])([O-:18])=[O:17]. (3) Given the reactants [CH2:1]=[C:2]([CH2:6][C:7]1[CH:12]=[CH:11][CH:10]=[CH:9][CH:8]=1)[C:3]([OH:5])=[O:4].C(=O)([O-])[O-].[K+].[K+].[CH2:19](Br)[C:20]1[CH:25]=[CH:24][CH:23]=[CH:22][CH:21]=1.C(OCC)(=O)C, predict the reaction product. The product is: [CH2:1]=[C:2]([CH2:6][C:7]1[CH:12]=[CH:11][CH:10]=[CH:9][CH:8]=1)[C:3]([O:5][CH2:19][C:20]1[CH:25]=[CH:24][CH:23]=[CH:22][CH:21]=1)=[O:4].